This data is from M1 muscarinic receptor agonist screen with 61,833 compounds. The task is: Binary Classification. Given a drug SMILES string, predict its activity (active/inactive) in a high-throughput screening assay against a specified biological target. (1) The compound is O=C(N(Cc1cc2c([nH]c1=O)c(ccc2)C)c1c(OC)cccc1)CCC. The result is 0 (inactive). (2) The compound is O=C(c1c(n(NC(=O)c2cccnc2)c(c1C(=O)C)C)C)C. The result is 0 (inactive). (3) The drug is FC(F)(F)c1oc2c(c(=O)c1c1cc3OCCOc3cc1)c(O)cc(O)c2. The result is 0 (inactive). (4) The result is 0 (inactive). The molecule is O(c1ccc(C2n3[nH]c(nc3=NC(C2)c2cc(OC)ccc2)N)cc1)CC. (5) The molecule is O1C2=C(C3(c4c5N(C3=O)CCCc5ccc4)C(=C1N)C#N)C(=O)CC(C2)(C)C. The result is 0 (inactive). (6) The compound is O=C(N(Cc1n2CCCCCc2nn1)c1cc(ccc1)C)Nc1ccccc1. The result is 0 (inactive). (7) The molecule is S(=O)(=O)(N1CCOCC1)c1cc(ccc1)C(=O)Nc1sccn1. The result is 0 (inactive).